Dataset: Full USPTO retrosynthesis dataset with 1.9M reactions from patents (1976-2016). Task: Predict the reactants needed to synthesize the given product. (1) Given the product [Br:9][C:10]1[CH:16]=[CH:15][C:13]([NH:14][S:5]([CH2:4][CH2:3][CH2:2][Cl:1])(=[O:7])=[O:6])=[C:12]([F:17])[CH:11]=1, predict the reactants needed to synthesize it. The reactants are: [Cl:1][CH2:2][CH2:3][CH2:4][S:5](Cl)(=[O:7])=[O:6].[Br:9][C:10]1[CH:16]=[CH:15][C:13]([NH2:14])=[C:12]([F:17])[CH:11]=1.N1C=CC=CC=1. (2) Given the product [Br:9][C:5]1[C:6]([CH3:8])=[CH:7][C:2]2[N:1]=[C:36]([CH3:37])[O:10][C:3]=2[CH:4]=1, predict the reactants needed to synthesize it. The reactants are: [NH2:1][C:2]1[CH:7]=[C:6]([CH3:8])[C:5]([Br:9])=[CH:4][C:3]=1[OH:10].[Yb+3].FC(F)(F)S([O-])(=O)=O.FC(F)(F)S([O-])(=O)=O.FC(F)(F)S([O-])(=O)=O.[C:36](OC)(OC)(OC)[CH3:37]. (3) Given the product [C:1]([C:4]1[CH:5]=[CH:6][C:7]([CH:10]2[CH2:15][CH2:14][CH:13]([CH2:16][C:17]([NH:22][CH:23]3[CH2:28][CH2:27][N:26]([CH2:29][C:30]4[CH:35]=[CH:34][C:33]([Cl:36])=[C:32]([Cl:37])[CH:31]=4)[CH2:25][CH2:24]3)=[O:19])[CH2:12][CH2:11]2)=[CH:8][CH:9]=1)(=[O:3])[CH3:2], predict the reactants needed to synthesize it. The reactants are: [C:1]([C:4]1[CH:9]=[CH:8][C:7]([CH:10]2[CH2:15][CH2:14][CH:13]([CH2:16][C:17]([OH:19])=O)[CH2:12][CH2:11]2)=[CH:6][CH:5]=1)(=[O:3])[CH3:2].Cl.Cl.[NH2:22][CH:23]1[CH2:28][CH2:27][N:26]([CH2:29][C:30]2[CH:35]=[CH:34][C:33]([Cl:36])=[C:32]([Cl:37])[CH:31]=2)[CH2:25][CH2:24]1.CCN=C=NCCCN(C)C.Cl.C1C=CC2N(O)N=NC=2C=1. (4) Given the product [CH3:1][N:2]1[CH2:3][CH2:4][CH2:5][C@@H:6]1[CH2:7][C:8]1[C:12]2[C:11](=[CH:16][CH:15]=[C:14]([CH2:17][C:18](=[S:19](=[O:21])=[O:20])[C:14]3[CH:13]=[CH:12][CH:11]=[CH:16][CH:15]=3)[CH:13]=2)[N:10]([CH2:17][C:18](=[S:19](=[O:21])=[O:20])[C:33]2[CH:34]=[CH:35][CH:36]=[CH:37][CH:38]=2)[CH:9]=1, predict the reactants needed to synthesize it. The reactants are: [CH3:1][N:2]1[C@@H:6]([CH2:7][C:8]2[C:12]3[CH:13]=[C:14]([CH2:17][CH2:18][S:19](C4C=CC=CC=4)(=[O:21])=[O:20])[CH:15]=[CH:16][C:11]=3[NH:10][CH:9]=2)[CH2:5][CH2:4][CH2:3]1.C(S([C:33]1[CH:38]=[CH:37][CH:36]=[CH:35][CH:34]=1)(=O)=O)=C.